Dataset: NCI-60 drug combinations with 297,098 pairs across 59 cell lines. Task: Regression. Given two drug SMILES strings and cell line genomic features, predict the synergy score measuring deviation from expected non-interaction effect. Drug 1: CN1CCC(CC1)COC2=C(C=C3C(=C2)N=CN=C3NC4=C(C=C(C=C4)Br)F)OC. Drug 2: C1=CC(=CC=C1CCCC(=O)O)N(CCCl)CCCl. Cell line: SK-MEL-2. Synergy scores: CSS=5.71, Synergy_ZIP=-2.75, Synergy_Bliss=1.89, Synergy_Loewe=-0.457, Synergy_HSA=-0.184.